Predict which catalyst facilitates the given reaction. From a dataset of Catalyst prediction with 721,799 reactions and 888 catalyst types from USPTO. (1) Reactant: [NH2:1][C:2]1[CH:13]=[CH:12][C:11]([O:14][C:15]2[CH:20]=[CH:19][CH:18]=[CH:17][CH:16]=2)=[CH:10][C:3]=1[C:4]([NH:6][CH:7]([CH3:9])[CH3:8])=[O:5].[CH3:21][O:22][C:23]([C:25]1[CH:33]=[CH:32][C:28]([C:29](O)=[O:30])=[CH:27][CH:26]=1)=[O:24].C1C=CC2N(O)N=NC=2C=1.C(N(CC)CC)C.CCN=C=NCCCN(C)C. Product: [CH:7]([NH:6][C:4]([C:3]1[CH:10]=[C:11]([O:14][C:15]2[CH:20]=[CH:19][CH:18]=[CH:17][CH:16]=2)[CH:12]=[CH:13][C:2]=1[NH:1][C:29]([C:28]1[CH:32]=[CH:33][C:25]([C:23]([O:22][CH3:21])=[O:24])=[CH:26][CH:27]=1)=[O:30])=[O:5])([CH3:8])[CH3:9]. The catalyst class is: 3. (2) Reactant: [Br:1][C:2]1[C:3]([C:9]#[N:10])=[N:4][CH:5]=[C:6](F)[CH:7]=1.[NH2:11][C@@H:12]1[CH2:17][CH2:16][CH2:15][CH2:14][C@@H:13]1[NH:18][C:19](=[O:25])[O:20][C:21]([CH3:24])([CH3:23])[CH3:22].CCN(C(C)C)C(C)C.O. Product: [Br:1][C:2]1[CH:7]=[C:6]([NH:11][C@@H:12]2[CH2:17][CH2:16][CH2:15][CH2:14][C@@H:13]2[NH:18][C:19](=[O:25])[O:20][C:21]([CH3:23])([CH3:22])[CH3:24])[CH:5]=[N:4][C:3]=1[C:9]#[N:10]. The catalyst class is: 197. (3) Reactant: [OH:1][C@@H:2]([C@H:4]1[C:40](=[O:41])[N:6]2[C:7]([C:27]([O:29]CC3C=CC([N+]([O-])=O)=CC=3)=[O:28])=[C:8]([C:11]3[S:15][C:14]4=[C:16]([C:19]([C:21]5[CH:22]=[N:23][CH:24]=[CH:25][CH:26]=5)=[O:20])[N:17]=[CH:18][N:13]4[CH:12]=3)[C@H:9]([CH3:10])[C@H:5]12)[CH3:3].P([O-])([O-])([O-])=O.[Na+:47].[Na+].[Na+].[H][H]. Product: [OH:1][C@@H:2]([C@H:4]1[C:40](=[O:41])[N:6]2[C:7]([C:27]([O-:29])=[O:28])=[C:8]([C:11]3[S:15][C:14]4=[C:16]([C:19]([C:21]5[CH:22]=[N:23][CH:24]=[CH:25][CH:26]=5)=[O:20])[N:17]=[CH:18][N:13]4[CH:12]=3)[C@H:9]([CH3:10])[C@H:5]12)[CH3:3].[Na+:47]. The catalyst class is: 123. (4) Reactant: [NH2:1][C:2]1[CH:7]=[C:6]([C:8]#[N:9])[C:5]([C:10]#[N:11])=[CH:4][C:3]=1[NH2:12].C(O)CCCC.[CH2:19]([CH:25]([CH2:28][CH2:29][CH2:30][CH2:31][CH2:32][CH3:33])[CH:26]=O)[CH2:20][CH2:21][CH2:22]CC.O=O. Product: [C:10]([C:5]1[C:6]([C:8]#[N:9])=[CH:7][C:2]2[N:1]=[C:26]([CH:25]([CH2:19][CH2:20][CH2:21][CH3:22])[CH2:28][CH2:29][CH2:30][CH2:31][CH2:32][CH3:33])[NH:12][C:3]=2[CH:4]=1)#[N:11]. The catalyst class is: 37. (5) Reactant: [CH3:1][O:2][C:3]1[CH:4]=[C:5]2[C:10](=[CH:11][C:12]=1[O:13][CH3:14])[N:9]=[CH:8][CH:7]=[C:6]2[O:15][C:16]1[CH:22]=[CH:21][C:19]([NH2:20])=[CH:18][CH:17]=1.C1(C)C=CC=CC=1.C(N(CC)CC)C.Cl[C:38](Cl)([O:40]C(=O)OC(Cl)(Cl)Cl)Cl.[Cl:49][C:50]1[CH:58]=[CH:57][CH:56]=[CH:55][C:51]=1[CH:52]([OH:54])[CH3:53]. Product: [CH3:1][O:2][C:3]1[CH:4]=[C:5]2[C:10](=[CH:11][C:12]=1[O:13][CH3:14])[N:9]=[CH:8][CH:7]=[C:6]2[O:15][C:16]1[CH:22]=[CH:21][C:19]([NH:20][C:38](=[O:40])[O:54][CH:52]([C:51]2[CH:55]=[CH:56][CH:57]=[CH:58][C:50]=2[Cl:49])[CH3:53])=[CH:18][CH:17]=1. The catalyst class is: 2. (6) Reactant: Cl[CH2:2][C:3]([N:5]1[CH2:10][CH2:9][N:8]([CH2:11][C:12]2[CH:17]=[CH:16][C:15]([F:18])=[CH:14][CH:13]=2)[CH2:7][C@H:6]1[CH3:19])=[O:4].[Cl:20][C:21]1[CH:26]=[CH:25][C:24]([OH:27])=[C:23]([N+:28]([O-:30])=[O:29])[CH:22]=1.C(=O)([O-])[O-].[K+].[K+].[I-].[K+]. The catalyst class is: 131. Product: [Cl:20][C:21]1[CH:26]=[CH:25][C:24]([O:27][CH2:2][C:3]([N:5]2[CH2:10][CH2:9][N:8]([CH2:11][C:12]3[CH:17]=[CH:16][C:15]([F:18])=[CH:14][CH:13]=3)[CH2:7][C@H:6]2[CH3:19])=[O:4])=[C:23]([N+:28]([O-:30])=[O:29])[CH:22]=1. (7) Reactant: [CH2:1]([O:8][C:9]1[CH:14]=[CH:13][C:12]([C:15]([C:17]([C:19]2[CH:24]=[CH:23][C:22]([O:25][CH2:26][C:27]3[CH:32]=[CH:31][CH:30]=[CH:29][CH:28]=3)=[CH:21][CH:20]=2)=[CH2:18])=[CH2:16])=[CH:11][CH:10]=1)[C:2]1[CH:7]=[CH:6][CH:5]=[CH:4][CH:3]=1.[CH3:33][C:34](=[CH2:37])[CH:35]=[O:36]. Product: [CH3:33][C:34]1([CH:35]=[O:36])[CH2:37][CH2:16][C:15]([C:12]2[CH:13]=[CH:14][C:9]([O:8][CH2:1][C:2]3[CH:3]=[CH:4][CH:5]=[CH:6][CH:7]=3)=[CH:10][CH:11]=2)=[C:17]([C:19]2[CH:20]=[CH:21][C:22]([O:25][CH2:26][C:27]3[CH:28]=[CH:29][CH:30]=[CH:31][CH:32]=3)=[CH:23][CH:24]=2)[CH2:18]1. The catalyst class is: 2.